This data is from Reaction yield outcomes from USPTO patents with 853,638 reactions. The task is: Predict the reaction yield, written as a fraction of the theoretical maximum amount of product (1.0 means a 100% yield; for example, 0.34 means a 34% yield). (1) The reactants are [CH2:1]([O:3][C:4](=[O:32])[CH2:5][N:6]1[C:14]2[CH2:13][CH2:12][CH2:11][C@@H:10]([NH:15][S:16]([C:19]3[CH:24]=[C:23]([C:25]([F:28])([F:27])[F:26])[CH:22]=[C:21]([CH:29]([CH3:31])[CH3:30])[CH:20]=3)(=[O:18])=[O:17])[C:9]=2[CH:8]=[N:7]1)[CH3:2].[CH3:33]I. No catalyst specified. The product is [CH2:1]([O:3][C:4](=[O:32])[CH2:5][N:6]1[C:14]2[CH2:13][CH2:12][CH2:11][C@@H:10]([N:15]([S:16]([C:19]3[CH:24]=[C:23]([C:25]([F:27])([F:28])[F:26])[CH:22]=[C:21]([CH:29]([CH3:31])[CH3:30])[CH:20]=3)(=[O:18])=[O:17])[CH3:33])[C:9]=2[CH:8]=[N:7]1)[CH3:2]. The yield is 0.829. (2) The reactants are CO[C:3]1[CH:8]=[CH:7][C:6]([C@@H:9]([N:11]([CH2:22][C:23]2[N:24]=[C:25]3[CH:30]=[CH:29][CH:28]=[C:27]([N:31]4[CH2:36][CH2:35][N:34]([CH3:37])[CH2:33][CH2:32]4)[N:26]3[CH:38]=2)[C@@H:12]2[C:21]3[N:20]=[CH:19][CH:18]=[CH:17][C:16]=3[CH2:15][CH2:14][CH2:13]2)C)=[CH:5][CH:4]=1.[F:39]C1C=C(C=CC=1)C=O. No catalyst specified. The product is [F:39][C:4]1[CH:5]=[C:6]([CH2:9][N:11]([CH2:22][C:23]2[N:24]=[C:25]3[CH:30]=[CH:29][CH:28]=[C:27]([N:31]4[CH2:36][CH2:35][N:34]([CH3:37])[CH2:33][CH2:32]4)[N:26]3[CH:38]=2)[C@@H:12]2[C:21]3[N:20]=[CH:19][CH:18]=[CH:17][C:16]=3[CH2:15][CH2:14][CH2:13]2)[CH:7]=[CH:8][CH:3]=1. The yield is 0.730.